Predict the product of the given reaction. From a dataset of Forward reaction prediction with 1.9M reactions from USPTO patents (1976-2016). Given the reactants Cl[C:2]1[N:7]=[CH:6][N:5]=[C:4]([NH:8][C:9]2[CH:14]=[CH:13][C:12]([Cl:15])=[C:11]([CH2:16][S:17]([CH3:19])=[O:18])[CH:10]=2)[N:3]=1.[F:20][C:21]1[CH:26]=[CH:25][C:24](B(O)O)=[C:23]([O:30][CH3:31])[CH:22]=1, predict the reaction product. The product is: [Cl:15][C:12]1[CH:13]=[CH:14][C:9]([NH:8][C:4]2[N:3]=[C:2]([C:24]3[CH:25]=[CH:26][C:21]([F:20])=[CH:22][C:23]=3[O:30][CH3:31])[N:7]=[CH:6][N:5]=2)=[CH:10][C:11]=1[CH2:16][S:17]([CH3:19])=[O:18].